From a dataset of Aqueous solubility values for 9,982 compounds from the AqSolDB database. Regression/Classification. Given a drug SMILES string, predict its absorption, distribution, metabolism, or excretion properties. Task type varies by dataset: regression for continuous measurements (e.g., permeability, clearance, half-life) or binary classification for categorical outcomes (e.g., BBB penetration, CYP inhibition). For this dataset (solubility_aqsoldb), we predict Y. (1) The compound is [O-2].[O-2].[O-2].[Sb+3].[Sb+3]. The Y is -5.02 log mol/L. (2) The drug is Clc1cc2oc3cc(Cl)c(Cl)cc3c2cc1Cl. The Y is -8.65 log mol/L. (3) The molecule is CON(C(=O)c1cc(C)oc1C)C1CCCCC1. The Y is -2.92 log mol/L. (4) The molecule is Clc1ccccc1Cl. The Y is -3.05 log mol/L. (5) The drug is CCCn1cc(C(=O)O)c(=O)c2cc(F)c(N3CCNCC3)cc21. The Y is -3.57 log mol/L. (6) The molecule is CCC1OC(=O)c2ccccc21. The Y is -1.75 log mol/L.